From a dataset of Forward reaction prediction with 1.9M reactions from USPTO patents (1976-2016). Predict the product of the given reaction. (1) Given the reactants [F:1][C:2]1[CH:3]=[C:4]2[C:9](=[CH:10][CH:11]=1)[N:8]=[C:7]([C:12](=[O:14])[CH3:13])[C:6]([C:15]1[CH:20]=[CH:19][CH:18]=[CH:17][N:16]=1)=[CH:5]2.C1COCC1, predict the reaction product. The product is: [F:1][C:2]1[CH:3]=[C:4]2[C:9](=[CH:10][CH:11]=1)[N:8]=[C:7]([CH:12]([OH:14])[CH3:13])[C:6]([C:15]1[CH:20]=[CH:19][CH:18]=[CH:17][N:16]=1)=[CH:5]2. (2) Given the reactants [F:1][C:2]1([C:11]2[S:12][C:13]([CH3:22])=[C:14]([C:16]3[CH:21]=[CH:20][CH:19]=[CH:18][CH:17]=3)[N:15]=2)[CH2:7][CH2:6][N:5](C([O-])=O)[CH2:4][CH2:3]1.FC(F)(F)C(O)=O.[OH-].[Na+], predict the reaction product. The product is: [F:1][C:2]1([C:11]2[S:12][C:13]([CH3:22])=[C:14]([C:16]3[CH:21]=[CH:20][CH:19]=[CH:18][CH:17]=3)[N:15]=2)[CH2:7][CH2:6][NH:5][CH2:4][CH2:3]1. (3) Given the reactants [NH2:1][C:2]([CH3:7])([CH2:5][OH:6])[CH2:3][OH:4].[C:8](=O)(OCC)[O:9]CC, predict the reaction product. The product is: [OH:4][CH2:3][C:2]1([CH3:7])[CH2:5][O:6][C:8](=[O:9])[NH:1]1. (4) The product is: [Cl:1][C:2]1[N:7]=[C:6]([C:16]2[CH:17]=[C:12]([CH:13]=[CH:14][CH:15]=2)[C:10]#[N:11])[CH:5]=[C:4]([CH3:9])[N:3]=1. Given the reactants [Cl:1][C:2]1[N:7]=[C:6](Cl)[CH:5]=[C:4]([CH3:9])[N:3]=1.[C:10]([C:12]1[CH:13]=[C:14](B(O)O)[CH:15]=[CH:16][CH:17]=1)#[N:11], predict the reaction product. (5) The product is: [S:1]1[C:2]2[CH2:6][CH2:7][O:8][CH2:10][C:3]=2[CH:4]=[CH:5]1. Given the reactants [S:1]1[CH:5]=[CH:4][CH:3]=[C:2]1[CH2:6][CH2:7][OH:8].O1CCO[CH2:10]1, predict the reaction product. (6) Given the reactants C([O:5][C:6](=[O:39])[CH2:7][N:8]1[C:16]2[C:11](=[CH:12][CH:13]=[C:14]([O:17][CH:18]([C:23]3[S:27][C:26]([C:28]4[CH:33]=[CH:32][C:31]([C:34]([F:37])([F:36])[F:35])=[CH:30][CH:29]=4)=[N:25][C:24]=3[CH3:38])[CH2:19][CH2:20][CH2:21][OH:22])[CH:15]=2)[CH:10]=[CH:9]1)(C)(C)C.[Li+].[OH-], predict the reaction product. The product is: [OH:22][CH2:21][CH2:20][CH2:19][CH:18]([C:23]1[S:27][C:26]([C:28]2[CH:29]=[CH:30][C:31]([C:34]([F:37])([F:36])[F:35])=[CH:32][CH:33]=2)=[N:25][C:24]=1[CH3:38])[O:17][C:14]1[CH:15]=[C:16]2[C:11]([CH:10]=[CH:9][N:8]2[CH2:7][C:6]([OH:39])=[O:5])=[CH:12][CH:13]=1.